Predict the reactants needed to synthesize the given product. From a dataset of Full USPTO retrosynthesis dataset with 1.9M reactions from patents (1976-2016). (1) Given the product [CH3:20][C:11]1([CH3:21])[N:10]2[N:22]=[CH:23][C:24]([C:25](=[O:36])[C:26]([CH3:27])([C:28]3[CH:33]=[CH:32][C:31]([CH3:34])=[CH:30][CH:29]=3)[CH3:35])=[C:9]2[NH:8][CH:13]([C:14]2[CH:19]=[CH:18][CH:17]=[CH:16][CH:15]=2)[CH2:12]1, predict the reactants needed to synthesize it. The reactants are: C([N:8]1[CH:13]([C:14]2[CH:19]=[CH:18][CH:17]=[CH:16][CH:15]=2)[CH2:12][C:11]([CH3:21])([CH3:20])[N:10]2[N:22]=[CH:23][C:24]([C:25](=[O:36])[C:26]([CH3:35])([C:28]3[CH:33]=[CH:32][C:31]([CH3:34])=[CH:30][CH:29]=3)[CH3:27])=[C:9]12)C1C=CC=CC=1.C(O)C.[H][H]. (2) Given the product [C:1]([NH:9][NH:10][C:42]([NH:41][C:39]1[CH:38]=[CH:37][C:13]([O:14][C:15]2[CH:20]=[CH:19][N:18]=[C:17]3[CH:21]=[C:22]([C:24]4[CH2:29][CH2:28][N:27]([C:30]([O:32][C:33]([CH3:35])([CH3:36])[CH3:34])=[O:31])[CH2:26][CH:25]=4)[S:23][C:16]=23)=[C:12]([F:11])[CH:40]=1)=[O:43])(=[O:8])[C:2]1[CH:7]=[CH:6][CH:5]=[CH:4][CH:3]=1, predict the reactants needed to synthesize it. The reactants are: [C:1]([NH:9][NH2:10])(=[O:8])[C:2]1[CH:7]=[CH:6][CH:5]=[CH:4][CH:3]=1.[F:11][C:12]1[CH:40]=[C:39]([NH:41][C:42](OC2C=CC([N+]([O-])=O)=CC=2)=[O:43])[CH:38]=[CH:37][C:13]=1[O:14][C:15]1[CH:20]=[CH:19][N:18]=[C:17]2[CH:21]=[C:22]([C:24]3[CH2:29][CH2:28][N:27]([C:30]([O:32][C:33]([CH3:36])([CH3:35])[CH3:34])=[O:31])[CH2:26][CH:25]=3)[S:23][C:16]=12. (3) Given the product [ClH:1].[CH3:2][C:3]1([CH3:29])[CH2:4][CH2:5][CH:6]([C:9]2[S:28][C:12]3[N:13]=[C:14]([CH3:27])[N:15]=[C:16]([CH2:17][N:18]([CH3:32])[CH:19]4[CH2:20][CH2:21][S:22](=[O:25])(=[O:26])[CH2:23][CH2:24]4)[C:11]=3[CH:10]=2)[CH2:7][CH2:8]1, predict the reactants needed to synthesize it. The reactants are: [ClH:1].[CH3:2][C:3]1([CH3:29])[CH2:8][CH2:7][CH:6]([C:9]2[S:28][C:12]3[N:13]=[C:14]([CH3:27])[N:15]=[C:16]([CH2:17][NH:18][CH:19]4[CH2:24][CH2:23][S:22](=[O:26])(=[O:25])[CH2:21][CH2:20]4)[C:11]=3[CH:10]=2)[CH2:5][CH2:4]1.CI.[C:32]([O-])([O-])=O.[K+].[K+].[NH4+].[Cl-]. (4) Given the product [F:27][C:24]1[CH:25]=[C:26]2[C:21](=[CH:22][CH:23]=1)[N:20]([CH2:28][C:29]([OH:31])=[O:30])[C:19]([CH3:32])=[C:18]2[C:9]1[C:10]2[C:15](=[CH:14][CH:13]=[CH:12][CH:11]=2)[C:16](=[O:17])[N:7]([C:6]2[CH:5]=[CH:4][C:40]([C:43]([F:46])([F:45])[F:44])=[CH:39][CH:38]=2)[N:8]=1, predict the reactants needed to synthesize it. The reactants are: ClC1C=C[C:5]([CH2:6][N:7]2[C:16](=[O:17])[C:15]3[C:10](=[CH:11][CH:12]=[CH:13][CH:14]=3)[C:9]([C:18]3[C:26]4[C:21](=[CH:22][CH:23]=[C:24]([F:27])[CH:25]=4)[N:20]([CH2:28][C:29]([OH:31])=[O:30])[C:19]=3[CH3:32])=[N:8]2)=[CH:4]C=1F.BrC1C=C[C:40]([C:43]([F:46])([F:45])[F:44])=[CH:39][CH:38]=1.N1C2C(=CC=CC=2O)C=CC=1.C(=O)([O-])[O-].C(=O)([O-])[O-].[K+].[K+]. (5) The reactants are: [O:1]1[CH2:5][CH2:4][O:3][CH:2]1[CH2:6][N:7]1[C:16]2[C:11](=[CH:12][CH:13]=[C:14]([O:17][CH3:18])[CH:15]=2)[C:10]([CH:19]=[O:20])=[CH:9][C:8]1=[O:21].P([O-])(O)(O)=O.[Na+].OO.Cl([O-])=O.[Na+].[N+](=C)=[N-].[C:37](=O)([O-])[OH:38].[Na+]. Given the product [O:1]1[CH2:5][CH2:4][O:3][CH:2]1[CH2:6][N:7]1[C:16]2[C:11](=[CH:12][CH:13]=[C:14]([O:17][CH3:18])[CH:15]=2)[C:10]([C:19]([O:38][CH3:37])=[O:20])=[CH:9][C:8]1=[O:21], predict the reactants needed to synthesize it. (6) Given the product [CH3:28][N:4]1[C:3]([CH2:2][N:29]2[CH2:34][CH2:33][CH:32]([C:35]#[N:36])[CH2:31][CH2:30]2)=[N:11][C:10]2[C:5]1=[N:6][C:7]([N:18]1[C:22]3[CH:23]=[CH:24][CH:25]=[CH:26][C:21]=3[N:20]=[C:19]1[CH3:27])=[N:8][C:9]=2[N:12]1[CH2:17][CH2:16][O:15][CH2:14][CH2:13]1, predict the reactants needed to synthesize it. The reactants are: Br[CH2:2][C:3]1[N:4]([CH3:28])[C:5]2[C:10]([N:11]=1)=[C:9]([N:12]1[CH2:17][CH2:16][O:15][CH2:14][CH2:13]1)[N:8]=[C:7]([N:18]1[C:22]3[CH:23]=[CH:24][CH:25]=[CH:26][C:21]=3[N:20]=[C:19]1[CH3:27])[N:6]=2.[NH:29]1[CH2:34][CH2:33][CH:32]([C:35]#[N:36])[CH2:31][CH2:30]1. (7) Given the product [OH:7][C:5]1[N:23]([C:17]2[CH:22]=[CH:21][CH:20]=[CH:19][CH:18]=2)[N:24]=[C:3]([C:2]([F:1])([F:11])[F:12])[CH:4]=1, predict the reactants needed to synthesize it. The reactants are: [F:1][C:2]([F:12])([F:11])[C:3](=O)[CH2:4][C:5]([O:7]CC)=O.C(O)(=O)C.[C:17]1([NH:23][NH2:24])[CH:22]=[CH:21][CH:20]=[CH:19][CH:18]=1. (8) Given the product [Cl:1][C:2]1[C:10]([C:11]2[C:12]([CH3:18])=[N:13][N:14]([CH3:17])[C:15]=2[CH3:16])=[C:9]2[C:5]([C:6]([CH2:20][CH2:21][CH2:22][O:23][C:24]3[CH:25]=[C:26]([CH3:32])[C:27]([Cl:31])=[C:28]([CH3:30])[CH:29]=3)=[C:7]([CH3:19])[N:8]2[CH2:40][C:41]([O:43][CH2:44][CH3:45])=[O:42])=[CH:4][CH:3]=1, predict the reactants needed to synthesize it. The reactants are: [Cl:1][C:2]1[C:10]([C:11]2[C:12]([CH3:18])=[N:13][N:14]([CH3:17])[C:15]=2[CH3:16])=[C:9]2[C:5]([C:6]([CH2:20][CH2:21][CH2:22][O:23][C:24]3[CH:29]=[C:28]([CH3:30])[C:27]([Cl:31])=[C:26]([CH3:32])[CH:25]=3)=[C:7]([CH3:19])[NH:8]2)=[CH:4][CH:3]=1.C([O-])([O-])=O.[Cs+].[Cs+].I[CH2:40][C:41]([O:43][CH2:44][CH3:45])=[O:42]. (9) Given the product [OH:8][CH2:7][C@H:5]1[N:4]([C:12]([C:13]2[CH:18]=[C:17]([CH3:19])[CH:16]=[CH:15][C:14]=2[N:20]2[N:24]=[CH:23][CH:22]=[N:21]2)=[O:25])[CH2:3][C@H:2]([CH3:1])[O:6]1, predict the reactants needed to synthesize it. The reactants are: [CH3:1][C@@H:2]1[O:6][CH:5]([C:7](OCC)=[O:8])[N:4]([C:12](=[O:25])[C:13]2[CH:18]=[C:17]([CH3:19])[CH:16]=[CH:15][C:14]=2[N:20]2[N:24]=[CH:23][CH:22]=[N:21]2)[CH2:3]1.OCC1N(C(C2C=C(C)C=CC=2N2N=CC=N2)=O)CC(C)O1. (10) Given the product [C:1]([O:4][C:5]1[CH:6]=[C:7](/[CH:8]=[CH:8]/[C:7]2[CH:11]=[CH:12][CH:13]=[CH:5][CH:6]=2)[CH:11]=[C:12]([O:18][C:19](=[O:21])[CH3:20])[C:13]=1[O:14][C:15](=[O:17])[CH3:16])(=[O:3])[CH3:2], predict the reactants needed to synthesize it. The reactants are: [C:1]([O:4][C:5]1[CH:6]=[C:7]([CH:11]=[C:12]([O:18][C:19](=[O:21])[CH3:20])[C:13]=1[O:14][C:15](=[O:17])[CH3:16])[C:8](O)=O)(=[O:3])[CH3:2].S(Cl)(Cl)=O.